From a dataset of Forward reaction prediction with 1.9M reactions from USPTO patents (1976-2016). Predict the product of the given reaction. Given the reactants [N+:1]([C:4]1[CH:12]=[CH:11][C:7]([CH:8]2[O:10][CH2:9]2)=[CH:6][CH:5]=1)([O-:3])=[O:2].[N-]=[N+]=[N-].[Na+], predict the reaction product. The product is: [N+:1]([C:4]1[CH:12]=[CH:11][C:7]([C@@H:8]2[O:10][CH2:9]2)=[CH:6][CH:5]=1)([O-:3])=[O:2].